Dataset: Forward reaction prediction with 1.9M reactions from USPTO patents (1976-2016). Task: Predict the product of the given reaction. (1) Given the reactants [Cl:1][C:2]1[CH:3]=[C:4](B(O)O)[CH:5]=[CH:6][CH:7]=1.Br[C:12]1[CH:17]=[CH:16][CH:15]=[CH:14][N:13]=1.C(=O)([O-])[O-].[K+].[K+], predict the reaction product. The product is: [Cl:1][C:2]1[CH:3]=[C:4]([C:12]2[CH:17]=[CH:16][CH:15]=[CH:14][N:13]=2)[CH:5]=[CH:6][CH:7]=1. (2) Given the reactants [Br:1]Br.[CH3:3][O:4][C:5]1[CH:12]=[CH:11][CH:10]=[C:9]([CH3:13])[C:6]=1[C:7]#[N:8], predict the reaction product. The product is: [Br:1][C:10]1[C:9]([CH3:13])=[C:6]([C:5]([O:4][CH3:3])=[CH:12][CH:11]=1)[C:7]#[N:8]. (3) Given the reactants C(=O)([O:7][C:8]1[N:12]([C:13]2[CH:18]=[CH:17][CH:16]=[CH:15][N:14]=2)[N:11]=[C:10]([C:19]2[CH:20]=[C:21]([C:25]3[CH:30]=[CH:29][CH:28]=[C:27]([N:31]([CH3:33])[CH3:32])[CH:26]=3)[CH:22]=[CH:23][CH:24]=2)[CH:9]=1)OC(C)(C)C.C(=O)(OC(C)(C)C)OC1N(C2C=CC=CN=2)N=C(C2C=CC(C3C=CC=CC=3)=CC=2)C=1, predict the reaction product. The product is: [CH3:32][N:31]([CH3:33])[C:27]1[CH:26]=[C:25]([C:21]2[CH:22]=[CH:23][CH:24]=[C:19]([C:10]3[CH:9]=[C:8]([OH:7])[N:12]([C:13]4[CH:18]=[CH:17][CH:16]=[CH:15][N:14]=4)[N:11]=3)[CH:20]=2)[CH:30]=[CH:29][CH:28]=1.